This data is from Catalyst prediction with 721,799 reactions and 888 catalyst types from USPTO. The task is: Predict which catalyst facilitates the given reaction. (1) Reactant: [Cl:1][C:2]1[CH:3]=[CH:4][C:5]([O:18][CH2:19][C:20]2[CH:25]=[CH:24][CH:23]=[CH:22][CH:21]=2)=[C:6]([CH2:8][N:9]2[C:13]([CH3:14])=[CH:12][C:11]([C:15](O)=[O:16])=[N:10]2)[CH:7]=1.Cl.[CH3:27][NH:28][O:29][CH3:30].ON1C2C=CC=CC=2N=N1.CN(C)CCCN=C=NCC.C(N(CC)CC)C. Product: [Cl:1][C:2]1[CH:3]=[CH:4][C:5]([O:18][CH2:19][C:20]2[CH:25]=[CH:24][CH:23]=[CH:22][CH:21]=2)=[C:6]([CH2:8][N:9]2[C:13]([CH3:14])=[CH:12][C:11]([C:15]([N:28]([CH3:27])[O:29][CH3:30])=[O:16])=[N:10]2)[CH:7]=1. The catalyst class is: 363. (2) Reactant: [C:1](=[S:9])([NH2:8])[C:2]1[CH:7]=[CH:6][CH:5]=[CH:4][CH:3]=1.Br[CH2:11][C:12]([C:14]1[CH:19]=[CH:18][CH:17]=[CH:16][C:15]=1[N+:20]([O-:22])=[O:21])=O. Product: [N+:20]([C:15]1[CH:16]=[CH:17][CH:18]=[CH:19][C:14]=1[C:12]1[N:8]=[C:1]([C:2]2[CH:7]=[CH:6][CH:5]=[CH:4][CH:3]=2)[S:9][CH:11]=1)([O-:22])=[O:21]. The catalyst class is: 8.